From a dataset of Peptide-MHC class I binding affinity with 185,985 pairs from IEDB/IMGT. Regression. Given a peptide amino acid sequence and an MHC pseudo amino acid sequence, predict their binding affinity value. This is MHC class I binding data. (1) The peptide sequence is NVMDPMHGA. The MHC is HLA-A02:01 with pseudo-sequence HLA-A02:01. The binding affinity (normalized) is 0.0847. (2) The peptide sequence is SRWRIRSGL. The MHC is HLA-B48:01 with pseudo-sequence HLA-B48:01. The binding affinity (normalized) is 0.118. (3) The peptide sequence is GVILLRIVI. The MHC is Mamu-B1001 with pseudo-sequence Mamu-B1001. The binding affinity (normalized) is 0.0650. (4) The peptide sequence is TSASFTDLY. The MHC is HLA-A69:01 with pseudo-sequence HLA-A69:01. The binding affinity (normalized) is 0.0847.